This data is from Reaction yield outcomes from USPTO patents with 853,638 reactions. The task is: Predict the reaction yield, written as a fraction of the theoretical maximum amount of product (1.0 means a 100% yield; for example, 0.34 means a 34% yield). (1) The reactants are C(ON=O)(C)(C)C.N[C:9]1[C:21]2[C:12](=[N:13][C:14]3[CH2:15][CH2:16][CH:17]([C:22]([CH3:25])([CH3:24])[CH3:23])[CH2:18][C:19]=3[CH:20]=2)[S:11][C:10]=1[C:26]#[N:27].O. The catalyst is CN(C=O)C. The product is [C:22]([CH:17]1[CH2:16][CH2:15][C:14]2[N:13]=[C:12]3[S:11][C:10]([C:26]#[N:27])=[CH:9][C:21]3=[CH:20][C:19]=2[CH2:18]1)([CH3:25])([CH3:23])[CH3:24]. The yield is 0.640. (2) The reactants are [CH3:1][C:2]([CH3:9])([CH3:8])[C:3](=O)[CH2:4][C:5]#[N:6].[C:10]([CH2:12][CH2:13][NH:14][NH2:15])#[N:11]. The catalyst is CCO. The product is [NH2:6][C:5]1[N:14]([CH2:13][CH2:12][C:10]#[N:11])[N:15]=[C:3]([C:2]([CH3:9])([CH3:8])[CH3:1])[CH:4]=1. The yield is 0.300. (3) The reactants are [CH3:1][O:2][C:3]1[CH:11]=[CH:10][C:9]([S:12](=[O:15])(=[O:14])[NH2:13])=[CH:8][C:4]=1[C:5]([OH:7])=O.[F:16][C:17]([F:30])([F:29])[C:18]1[CH:19]=[C:20]([CH:22]=[C:23]([C:25]([F:28])([F:27])[F:26])[CH:24]=1)[NH2:21]. No catalyst specified. The product is [F:16][C:17]([F:29])([F:30])[C:18]1[CH:19]=[C:20]([NH:21][C:5](=[O:7])[C:4]2[CH:8]=[C:9]([S:12](=[O:15])(=[O:14])[NH2:13])[CH:10]=[CH:11][C:3]=2[O:2][CH3:1])[CH:22]=[C:23]([C:25]([F:26])([F:28])[F:27])[CH:24]=1. The yield is 0.242. (4) The reactants are CCN=C=NCCCN(C)C.Cl.[NH:13]([C:28]([O:30][C:31]([CH3:34])([CH3:33])[CH3:32])=[O:29])[C@H:14]([C:25]([OH:27])=O)[CH2:15][C:16]1[C:24]2[C:19](=[CH:20][CH:21]=[CH:22][CH:23]=2)[NH:18][CH:17]=1.[NH2:35][C:36]1[CH:41]=[CH:40][CH:39]=[CH:38][CH:37]=1. The catalyst is C1COCC1. The product is [NH:13]([C:28]([O:30][C:31]([CH3:34])([CH3:33])[CH3:32])=[O:29])[C@H:14]([C:25]([NH:35][C:36]1[CH:41]=[CH:40][CH:39]=[CH:38][CH:37]=1)=[O:27])[CH2:15][C:16]1[C:24]2[C:19](=[CH:20][CH:21]=[CH:22][CH:23]=2)[NH:18][CH:17]=1. The yield is 0.498. (5) The reactants are [Cl:1][C:2]1[CH:7]=[C:6]([Cl:8])[CH:5]=[CH:4][C:3]=1[N:9]=[C:10]=[S:11].[C-:12]#[N:13].[K+].Cl. The catalyst is C(#N)C. The product is [Cl:1][C:2]1[CH:7]=[C:6]([Cl:8])[CH:5]=[CH:4][C:3]=1[N:9]([C:12]#[N:13])[CH:10]=[S:11]. The yield is 0.970. (6) The reactants are [CH:1]([C:4]1[CH:5]=[C:6]([C:12]([OH:14])=O)[S:7][C:8]=1[CH:9]([CH3:11])[CH3:10])([CH3:3])[CH3:2].[Cl:15][C:16]1[CH:25]=[C:24]([NH2:26])[CH:23]=[CH:22][C:17]=1[C:18]([O:20][CH3:21])=[O:19]. No catalyst specified. The product is [Cl:15][C:16]1[CH:25]=[C:24]([NH:26][C:12]([C:6]2[S:7][C:8]([CH:9]([CH3:10])[CH3:11])=[C:4]([CH:1]([CH3:2])[CH3:3])[CH:5]=2)=[O:14])[CH:23]=[CH:22][C:17]=1[C:18]([O:20][CH3:21])=[O:19]. The yield is 0.340.